From a dataset of TCR-epitope binding with 47,182 pairs between 192 epitopes and 23,139 TCRs. Binary Classification. Given a T-cell receptor sequence (or CDR3 region) and an epitope sequence, predict whether binding occurs between them. (1) The epitope is EIYKRWII. The TCR CDR3 sequence is CASSQDRRKQFF. Result: 1 (the TCR binds to the epitope). (2) The epitope is NLSALGIFST. The TCR CDR3 sequence is CATSRPSSRSYEQYF. Result: 0 (the TCR does not bind to the epitope).